Dataset: Full USPTO retrosynthesis dataset with 1.9M reactions from patents (1976-2016). Task: Predict the reactants needed to synthesize the given product. (1) Given the product [S:35](=[O:36])(=[O:37])([O:34][CH2:33][C@@H:6]1[C@@H:5]([OH:4])[CH2:9][C@H:8]([N:10]2[C:14]3[N:15]=[CH:16][N:17]=[C:18]([CH2:19][CH2:20][C:21]4[CH:26]=[CH:25][CH:24]=[CH:23][CH:22]=4)[C:13]=3[C:12]([C:27]#[CH:28])=[CH:11]2)[O:7]1)[NH2:38], predict the reactants needed to synthesize it. The reactants are: C([O:4][C@H:5]1[CH2:9][C@H:8]([N:10]2[C:14]3[N:15]=[CH:16][N:17]=[C:18]([CH2:19][CH2:20][C:21]4[CH:26]=[CH:25][CH:24]=[CH:23][CH:22]=4)[C:13]=3[C:12]([C:27]#[C:28][Si](C)(C)C)=[CH:11]2)[O:7][C@@H:6]1[CH2:33][O:34][S:35]([NH2:38])(=[O:37])=[O:36])(=O)C.C([O-])([O-])=O.[K+].[K+]. (2) Given the product [Cl:33][C:34]1[CH:39]=[C:38]([C:2]2[CH:3]=[C:4]3[C:9](=[CH:10][CH:11]=2)[N:8]=[CH:7][C:6]([C:12]([CH:14]2[CH2:15][CH2:16]2)=[O:13])=[C:5]3[NH:17][C@H:18]2[CH2:23][CH2:22][C@H:21]([N:24]([CH3:32])[C:25](=[O:31])[O:26][C:27]([CH3:28])([CH3:29])[CH3:30])[CH2:20][CH2:19]2)[CH:37]=[C:36]([F:49])[C:35]=1[OH:50], predict the reactants needed to synthesize it. The reactants are: Br[C:2]1[CH:3]=[C:4]2[C:9](=[CH:10][CH:11]=1)[N:8]=[CH:7][C:6]([C:12]([CH:14]1[CH2:16][CH2:15]1)=[O:13])=[C:5]2[NH:17][C@H:18]1[CH2:23][CH2:22][C@H:21]([N:24]([CH3:32])[C:25](=[O:31])[O:26][C:27]([CH3:30])([CH3:29])[CH3:28])[CH2:20][CH2:19]1.[Cl:33][C:34]1[CH:39]=[C:38](B2OC(C)(C)C(C)(C)O2)[CH:37]=[C:36]([F:49])[C:35]=1[OH:50]. (3) Given the product [ClH:30].[ClH:30].[N:16]1([C:13]2[CH:14]=[CH:15][C:10]([CH2:9][CH2:8][C:7]([N:1]3[CH2:2][CH2:3][O:4][CH2:5][CH2:6]3)=[O:29])=[CH:11][CH:12]=2)[CH2:17][CH2:18][NH:19][CH2:20][CH2:21]1, predict the reactants needed to synthesize it. The reactants are: [N:1]1([C:7](=[O:29])[CH2:8][CH2:9][C:10]2[CH:15]=[CH:14][C:13]([N:16]3[CH2:21][CH2:20][N:19](C(OC(C)(C)C)=O)[CH2:18][CH2:17]3)=[CH:12][CH:11]=2)[CH2:6][CH2:5][O:4][CH2:3][CH2:2]1.[ClH:30].O1CCOCC1. (4) Given the product [CH2:19]([O:18][C:16](=[O:17])[C:15]([C:2]1[CH:3]=[C:4]2[C:9](=[CH:10][CH:11]=1)[N:8]=[C:7]([CH3:12])[CH:6]=[CH:5]2)=[CH:14][C:13]([O:22][CH2:23][CH3:24])=[O:21])[CH3:20], predict the reactants needed to synthesize it. The reactants are: Br[C:2]1[CH:3]=[C:4]2[C:9](=[CH:10][CH:11]=1)[N:8]=[C:7]([CH3:12])[CH:6]=[CH:5]2.[C:13]([O:22][CH2:23][CH3:24])(=[O:21])/[CH:14]=[CH:15]\[C:16]([O:18][CH2:19][CH3:20])=[O:17].C1(C)C=CC=CC=1P(C1C=CC=CC=1C)C1C=CC=CC=1C.C(=O)([O-])[O-].[K+].[K+].